Task: Predict the reaction yield, written as a fraction of the theoretical maximum amount of product (1.0 means a 100% yield; for example, 0.34 means a 34% yield).. Dataset: Reaction yield outcomes from USPTO patents with 853,638 reactions (1) The catalyst is O.CCOC(C)=O. The yield is 0.800. The reactants are [N:1]([CH:4]1[CH2:8][CH:7]([C:9]2[N:13]3[C:14]4[CH:20]=[CH:19][N:18]([CH2:21][O:22][CH2:23][CH2:24][Si:25]([CH3:28])([CH3:27])[CH3:26])[C:15]=4[N:16]=[CH:17][C:12]3=[N:11][N:10]=2)[CH:6]([CH2:29][CH3:30])[CH2:5]1)=[N+]=[N-].C1COCC1.C1(P(C2C=CC=CC=2)C2C=CC=CC=2)C=CC=CC=1. The product is [CH2:29]([CH:6]1[CH:7]([C:9]2[N:13]3[C:14]4[CH:20]=[CH:19][N:18]([CH2:21][O:22][CH2:23][CH2:24][Si:25]([CH3:26])([CH3:28])[CH3:27])[C:15]=4[N:16]=[CH:17][C:12]3=[N:11][N:10]=2)[CH2:8][CH:4]([NH2:1])[CH2:5]1)[CH3:30]. (2) The reactants are [CH:1]([C:3]1[CH:11]=[CH:10][C:6]([C:7]([OH:9])=O)=[CH:5][CH:4]=1)=[O:2].ON1C2C=CC=CC=2N=N1.Cl.CN(C)CCCN=C=NCC.Cl.[CH3:35][O:36][C:37](=[O:41])[CH2:38][CH2:39][NH2:40]. The catalyst is CN(C=O)C.C(N(CC)CC)C. The product is [CH3:35][O:36][C:37](=[O:41])[CH2:38][CH2:39][NH:40][C:7](=[O:9])[C:6]1[CH:5]=[CH:4][C:3]([CH:1]=[O:2])=[CH:11][CH:10]=1. The yield is 0.700. (3) The reactants are [Cl:1][C:2]1[C:7]([NH:8][C:9](=[O:18])[C:10]2[CH:15]=[CH:14][C:13]([F:16])=[CH:12][C:11]=2[F:17])=[CH:6][C:5](B2OC(C)(C)C(C)(C)O2)=[CH:4][N:3]=1.Cl[C:29]1[CH:30]=[CH:31][C:32]2[N:33]=[CH:34][N:35]=[C:36]([O:39][CH:40]3[CH2:45][CH2:44][O:43][CH2:42][CH2:41]3)[C:37]=2[N:38]=1.C(=O)(O)[O-].[Na+]. The catalyst is O1CCOCC1.C1C=CC(P(C2C=CC=CC=2)[C-]2C=CC=C2)=CC=1.C1C=CC(P(C2C=CC=CC=2)[C-]2C=CC=C2)=CC=1.Cl[Pd]Cl.[Fe+2].C(Cl)Cl. The product is [Cl:1][C:2]1[C:7]([NH:8][C:9](=[O:18])[C:10]2[CH:15]=[CH:14][C:13]([F:16])=[CH:12][C:11]=2[F:17])=[CH:6][C:5]([C:29]2[CH:30]=[CH:31][C:32]3[N:33]=[CH:34][N:35]=[C:36]([O:39][CH:40]4[CH2:45][CH2:44][O:43][CH2:42][CH2:41]4)[C:37]=3[N:38]=2)=[CH:4][N:3]=1. The yield is 0.160.